This data is from Forward reaction prediction with 1.9M reactions from USPTO patents (1976-2016). The task is: Predict the product of the given reaction. (1) Given the reactants [C:1]1([C:7]2[N:11]=[C:10]([N:12]3[CH2:17][CH2:16][NH:15][CH2:14][CH2:13]3)[S:9][N:8]=2)[CH:6]=[CH:5][CH:4]=[CH:3][CH:2]=1.C(N(CC)CC)C.[CH:25]1[C:30]([Cl:31])=[N:29][C:28]([Cl:32])=[CH:27][C:26]=1[N:33]=[C:34]=[O:35], predict the reaction product. The product is: [Cl:32][C:28]1[CH:27]=[C:26]([NH:33][C:34]([N:15]2[CH2:16][CH2:17][N:12]([C:10]3[S:9][N:8]=[C:7]([C:1]4[CH:2]=[CH:3][CH:4]=[CH:5][CH:6]=4)[N:11]=3)[CH2:13][CH2:14]2)=[O:35])[CH:25]=[C:30]([Cl:31])[N:29]=1. (2) Given the reactants [Cl:1][C:2]1[CH:7]=[CH:6][CH:5]=[CH:4][C:3]=1[NH:8]/[N:9]=[CH:10]/[C:11]([O:13][CH3:14])=[O:12].[Br:15]N1C(=O)CCC1=O, predict the reaction product. The product is: [Br:15]/[C:10](=[N:9]\[NH:8][C:3]1[CH:4]=[CH:5][CH:6]=[CH:7][C:2]=1[Cl:1])/[C:11]([O:13][CH3:14])=[O:12].